From a dataset of NCI-60 drug combinations with 297,098 pairs across 59 cell lines. Regression. Given two drug SMILES strings and cell line genomic features, predict the synergy score measuring deviation from expected non-interaction effect. (1) Drug 1: CC(CN1CC(=O)NC(=O)C1)N2CC(=O)NC(=O)C2. Drug 2: C1=NC2=C(N1)C(=S)N=CN2. Cell line: SNB-75. Synergy scores: CSS=3.39, Synergy_ZIP=-4.71, Synergy_Bliss=-16.4, Synergy_Loewe=-41.5, Synergy_HSA=-15.5. (2) Drug 1: COC1=CC(=CC(=C1O)OC)C2C3C(COC3=O)C(C4=CC5=C(C=C24)OCO5)OC6C(C(C7C(O6)COC(O7)C8=CC=CS8)O)O. Drug 2: C1=NC2=C(N1)C(=S)N=CN2. Cell line: M14. Synergy scores: CSS=32.1, Synergy_ZIP=-12.8, Synergy_Bliss=-13.9, Synergy_Loewe=-12.4, Synergy_HSA=-10.8. (3) Drug 1: C1=C(C(=O)NC(=O)N1)N(CCCl)CCCl. Drug 2: CN(C)C1=NC(=NC(=N1)N(C)C)N(C)C. Cell line: MOLT-4. Synergy scores: CSS=48.6, Synergy_ZIP=-0.543, Synergy_Bliss=-2.68, Synergy_Loewe=-28.9, Synergy_HSA=-4.51. (4) Drug 1: CCCS(=O)(=O)NC1=C(C(=C(C=C1)F)C(=O)C2=CNC3=C2C=C(C=N3)C4=CC=C(C=C4)Cl)F. Drug 2: CC1=C(C=C(C=C1)NC(=O)C2=CC=C(C=C2)CN3CCN(CC3)C)NC4=NC=CC(=N4)C5=CN=CC=C5. Cell line: NCI/ADR-RES. Synergy scores: CSS=-1.54, Synergy_ZIP=6.64, Synergy_Bliss=0.0480, Synergy_Loewe=-0.362, Synergy_HSA=-1.80. (5) Synergy scores: CSS=59.7, Synergy_ZIP=-0.697, Synergy_Bliss=-1.35, Synergy_Loewe=3.53, Synergy_HSA=5.57. Drug 2: CC1C(C(CC(O1)OC2CC(CC3=C2C(=C4C(=C3O)C(=O)C5=CC=CC=C5C4=O)O)(C(=O)C)O)N)O. Drug 1: CC1OCC2C(O1)C(C(C(O2)OC3C4COC(=O)C4C(C5=CC6=C(C=C35)OCO6)C7=CC(=C(C(=C7)OC)O)OC)O)O. Cell line: U251.